This data is from Full USPTO retrosynthesis dataset with 1.9M reactions from patents (1976-2016). The task is: Predict the reactants needed to synthesize the given product. (1) Given the product [ClH:23].[Cl:23][C:16]1[CH:17]=[C:18]([CH3:22])[C:19]([F:21])=[CH:20][C:1]=1[N:8]1[CH2:9][CH2:10][NH:11][CH2:12][CH2:13]1, predict the reactants needed to synthesize it. The reactants are: [C:1]([N:8]1[CH2:13][CH2:12][NH:11][CH2:10][CH2:9]1)(OC(C)(C)C)=O.BrC1[CH:20]=[C:19]([F:21])[C:18]([CH3:22])=[CH:17][C:16]=1[Cl:23].CC(C)([O-])C.[Na+].C1(C)C=CC=CC=1. (2) Given the product [NH2:7][CH:8]1[CH2:13][CH2:12][CH2:11][CH2:10][CH:9]1[C:14]1([OH:37])[CH2:17][N:16]([C:18]([C:19]2[CH:24]=[CH:23][C:22]([F:25])=[C:21]([F:26])[C:20]=2[NH:27][C:28]2[CH:33]=[CH:32][C:31]([I:34])=[CH:30][C:29]=2[F:35])=[O:36])[CH2:15]1.[ClH:39].[NH2:7][CH:8]1[CH2:13][CH2:12][CH2:11][CH2:10][CH:9]1[C:14]1([OH:37])[CH2:17][N:16]([C:18]([C:19]2[CH:24]=[CH:23][C:22]([F:25])=[C:21]([F:26])[C:20]=2[NH:27][C:28]2[CH:33]=[CH:32][C:31]([I:34])=[CH:30][C:29]=2[F:35])=[O:36])[CH2:15]1, predict the reactants needed to synthesize it. The reactants are: C(OC(=O)[NH:7][CH:8]1[CH2:13][CH2:12][CH2:11][CH2:10][CH:9]1[C:14]1([OH:37])[CH2:17][N:16]([C:18](=[O:36])[C:19]2[CH:24]=[CH:23][C:22]([F:25])=[C:21]([F:26])[C:20]=2[NH:27][C:28]2[CH:33]=[CH:32][C:31]([I:34])=[CH:30][C:29]=2[F:35])[CH2:15]1)(C)(C)C.[ClH:39]. (3) Given the product [C:13]([C:17]1[CH:21]=[C:20]([C:22]([O:24][CH2:25][CH3:26])=[O:23])[N:19]([C:8]2[CH:7]=[CH:6][C:5]3[N:4]([CH:3]=[CH:2][N:1]=3)[CH:9]=2)[N:18]=1)([CH3:16])([CH3:14])[CH3:15], predict the reactants needed to synthesize it. The reactants are: [N:1]1[CH:2]=[CH:3][N:4]2[CH:9]=[C:8](B(O)O)[CH:7]=[CH:6][C:5]=12.[C:13]([C:17]1[CH:21]=[C:20]([C:22]([O:24][CH2:25][CH3:26])=[O:23])[NH:19][N:18]=1)([CH3:16])([CH3:15])[CH3:14]. (4) Given the product [Cl:21][C:13]1[CH:14]=[C:15]([CH:19]=[CH:20][C:12]=1[NH:11][CH:1]=[O:2])[C:16]([OH:18])=[O:17], predict the reactants needed to synthesize it. The reactants are: [CH:1](O)=[O:2].C(OC(=O)C)(=O)C.[NH2:11][C:12]1[CH:20]=[CH:19][C:15]([C:16]([OH:18])=[O:17])=[CH:14][C:13]=1[Cl:21]. (5) Given the product [NH2:23][C:12]1[CH:13]=[C:14]([C:17]2[CH:18]=[CH:19][CH:20]=[CH:21][CH:22]=2)[CH:15]=[CH:16][C:11]=1[C:9]([NH:8][C@H:7]([C:26]([O:28][CH3:29])=[O:27])[C@@H:6]([CH3:30])[O:5][C:2]([CH3:3])([CH3:4])[CH3:1])=[O:10], predict the reactants needed to synthesize it. The reactants are: [CH3:1][C:2]([O:5][C@H:6]([CH3:30])[C@@H:7]([C:26]([O:28][CH3:29])=[O:27])[NH:8][C:9]([C:11]1[CH:16]=[CH:15][C:14]([C:17]2[CH:22]=[CH:21][CH:20]=[CH:19][CH:18]=2)=[CH:13][C:12]=1[N+:23]([O-])=O)=[O:10])([CH3:4])[CH3:3]. (6) Given the product [Cl:1][C:2]1[CH:3]=[C:4]2[C:9](=[CH:10][N:11]=1)[CH2:8][N:7]([C:12]1[C:17]([F:18])=[C:16]([O:19][CH3:20])[CH:15]=[C:14]([O:21][CH3:22])[C:13]=1[F:23])[C:6](=[O:24])[CH2:5]2, predict the reactants needed to synthesize it. The reactants are: [Cl:1][C:2]1[CH:3]=[C:4]2[C:9](=[CH:10][N:11]=1)[CH2:8][N:7]([C:12]1[C:17]([F:18])=[C:16]([O:19][CH3:20])[CH:15]=[C:14]([O:21][CH3:22])[C:13]=1[F:23])[C:6](=[O:24])[CH:5]2C([O-])=O.Cl. (7) Given the product [C:2]([C@H:29]1[C@@H:28]([OH:30])[CH2:27][CH2:26][C@@:25]2([CH3:31])[C:24]1=[CH:23][CH2:22][C@@H:16]1[C@@H:15]2[CH2:14][CH2:13][C@@:12]2([CH3:11])[C@H:17]1[CH2:18][C@@H:19]([OH:34])[C@@H:20]2[OH:21])(=[O:3])[CH3:1], predict the reactants needed to synthesize it. The reactants are: [CH3:1][C:2](CC(CC(O)=O)=O)=[O:3].[CH3:11][C@@:12]12[C:20](=[O:21])[CH2:19][CH2:18][C@H:17]1[C@@H:16]1[CH2:22][CH:23]=[C:24]3[CH2:29][C@@H:28]([OH:30])[CH2:27][CH2:26][C@:25]3([CH3:31])[C@H:15]1[CH2:14][CH2:13]2.CC[O:34]CC. (8) Given the product [ClH:13].[Cl:13][C:14]1[CH:33]=[CH:32][C:17]([NH:18][C:19]2[C:28]3[C:23](=[CH:24][C:25]([O:31][CH2:55][CH2:56][CH2:57][N:58]4[CH2:62][CH2:61][CH2:60][C:59]4=[O:63])=[C:26]([O:29][CH3:30])[CH:27]=3)[N:22]=[CH:21][N:20]=2)=[C:16]([F:34])[CH:15]=1, predict the reactants needed to synthesize it. The reactants are: N(C(OCC)=O)=NC(OCC)=O.[Cl:13][C:14]1[CH:33]=[CH:32][C:17]([NH:18][C:19]2[C:28]3[C:23](=[CH:24][C:25]([OH:31])=[C:26]([O:29][CH3:30])[CH:27]=3)[N:22]=[CH:21][N:20]=2)=[C:16]([F:34])[CH:15]=1.C1(P(C2C=CC=CC=2)C2C=CC=CC=2)C=CC=CC=1.O[CH2:55][CH2:56][CH2:57][N:58]1[CH2:62][CH2:61][CH2:60][C:59]1=[O:63]. (9) Given the product [CH3:23][C:24]1[CH:29]=[CH:28][N:27]2[CH:30]=[C:31]([C:33]3[C:34](=[O:35])[O:22][C:4]4[CH:5]=[C:6]([N:9]5[CH2:10][CH2:11][N:12]([C:15]([O:17][C:18]([CH3:19])([CH3:21])[CH3:20])=[O:16])[CH2:13][CH2:14]5)[N:7]=[CH:8][C:3]=4[CH:1]=3)[N:32]=[C:26]2[CH:25]=1, predict the reactants needed to synthesize it. The reactants are: [CH:1]([C:3]1[C:4]([OH:22])=[CH:5][C:6]([N:9]2[CH2:14][CH2:13][N:12]([C:15]([O:17][C:18]([CH3:21])([CH3:20])[CH3:19])=[O:16])[CH2:11][CH2:10]2)=[N:7][CH:8]=1)=O.[CH3:23][C:24]1[CH:29]=[CH:28][N:27]2[CH:30]=[C:31]([CH2:33][C:34](OCC)=[O:35])[N:32]=[C:26]2[CH:25]=1.N1CCCCC1.C(O)(=O)C. (10) Given the product [F:31][C:30]([F:32])([F:33])[C:29]([C:26]1[CH:27]=[CH:28][C:23]([C:9]2[S:8][C:7]([C:5]([NH:4][CH2:3][C:2]([OH:1])([CH3:20])[CH3:21])=[O:6])=[N:11][C:10]=2[C:12]([N:14]2[CH2:18][CH2:17][CH2:16][C@@H:15]2[CH3:19])=[O:13])=[C:24]([O:39][CH3:40])[CH:25]=1)([OH:38])[C:34]([F:35])([F:37])[F:36], predict the reactants needed to synthesize it. The reactants are: [OH:1][C:2]([CH3:21])([CH3:20])[CH2:3][NH:4][C:5]([C:7]1[S:8][CH:9]=[C:10]([C:12]([N:14]2[CH2:18][CH2:17][CH2:16][C@@H:15]2[CH3:19])=[O:13])[N:11]=1)=[O:6].Br[C:23]1[CH:28]=[CH:27][C:26]([C:29]([OH:38])([C:34]([F:37])([F:36])[F:35])[C:30]([F:33])([F:32])[F:31])=[CH:25][C:24]=1[O:39][CH3:40].